From a dataset of Full USPTO retrosynthesis dataset with 1.9M reactions from patents (1976-2016). Predict the reactants needed to synthesize the given product. Given the product [Cl:15][C:12]1[CH:13]=[CH:14][C:9]([O:8][CH2:7][C:6]([OH:5])=[O:18])=[C:10]([C:16]#[C:17][C:20]2[CH:21]=[N:22][CH:23]=[C:24]([S:26]([N:29]3[CH2:32][C:31]([F:34])([F:33])[CH2:30]3)(=[O:28])=[O:27])[CH:25]=2)[CH:11]=1, predict the reactants needed to synthesize it. The reactants are: C([O:5][C:6](=[O:18])[CH2:7][O:8][C:9]1[CH:14]=[CH:13][C:12]([Cl:15])=[CH:11][C:10]=1[C:16]#[CH:17])(C)(C)C.Br[C:20]1[CH:21]=[N:22][CH:23]=[C:24]([S:26]([N:29]2[CH2:32][C:31]([F:34])([F:33])[CH2:30]2)(=[O:28])=[O:27])[CH:25]=1.